From a dataset of Forward reaction prediction with 1.9M reactions from USPTO patents (1976-2016). Predict the product of the given reaction. (1) Given the reactants [CH3:1][C:2]1[C:6]([CH2:7]O)=[C:5]([CH3:9])[O:4][N:3]=1.COC1C=CC(P2(SP(C3C=CC(OC)=CC=3)(=S)S2)=[S:19])=CC=1, predict the reaction product. The product is: [CH3:1][C:2]1[C:6]([CH2:7][SH:19])=[C:5]([CH3:9])[O:4][N:3]=1. (2) The product is: [I-:1].[O:7]([C:8]1[CH:13]=[CH:12][C:11]([C:14]2[N:15]=[C:16]([NH3+:19])[S:17][CH:18]=2)=[CH:10][CH:9]=1)[C:6]1[CH:5]=[CH:4][CH:3]=[CH:21][CH:20]=1. Given the reactants [I-:1].Cl[C:3]1[CH:21]=[CH:20][C:6]([O:7][C:8]2[CH:13]=[CH:12][C:11]([C:14]3[N:15]=[C:16]([NH3+:19])[S:17][CH:18]=3)=[CH:10][CH:9]=2)=[CH:5][CH:4]=1.[I-].ClC1C=C(C=CC=1Cl)OC1C=CC(C2N=C([NH3+])SC=2)=CC=1.[I-].S1C=CN=C1[NH3+].[I-].C1(C2C=CC=CC=2)C=CC(OC2C=CC(C3N=C([NH3+])SC=3)=CC=2)=CC=1.[I-].O(C1C=CC(OC2C=CC(C3N=C([NH3+])SC=3)=CC=2)=CC=1)C1C=CC=CC=1.[I-].C1(SC2C=CC(C3N=C([NH3+])SC=3)=CC=2)C=CC=CC=1.[I-].C1(C)C=CC(SC2C=CC(C3N=C([NH3+])SC=3)=CC=2)=CC=1, predict the reaction product. (3) Given the reactants [Cl:1][C:2]1[S:6][C:5]([C:7]([OH:9])=O)=[CH:4][CH:3]=1.Cl.C(N=C=NCCCN(C)C)C.C(N(CC)C(C)C)(C)C.Cl.[F:32][C:33]1[CH:46]=[CH:45][C:36]([C:37]([CH:39]2[CH2:44][CH2:43][NH:42][CH2:41][CH2:40]2)=[O:38])=[CH:35][CH:34]=1, predict the reaction product. The product is: [Cl:1][C:2]1[S:6][C:5]([C:7]([N:42]2[CH2:43][CH2:44][CH:39]([C:37](=[O:38])[C:36]3[CH:35]=[CH:34][C:33]([F:32])=[CH:46][CH:45]=3)[CH2:40][CH2:41]2)=[O:9])=[CH:4][CH:3]=1. (4) Given the reactants C([O:4][C@H:5]([C:10]([N:12]1[CH2:17][CH2:16][O:15][CH2:14][CH2:13]1)=[O:11])[CH2:6][C:7]([OH:9])=[O:8])(=O)C.[C:18](OC(CC(N1CCOCC1)=O)C(O)=O)(=O)C.O1CCOCC1.C([O-])(O)=O.[Na+], predict the reaction product. The product is: [CH3:18][O:9][C:7](=[O:8])[CH2:6][C@H:5]([OH:4])[C:10]([N:12]1[CH2:17][CH2:16][O:15][CH2:14][CH2:13]1)=[O:11]. (5) Given the reactants [Br:1]Br.[O:3]1[C:12]2[C:7](=[N:8][CH:9]=[CH:10][CH:11]=2)[O:6][CH:5]([CH2:13][OH:14])[CH2:4]1, predict the reaction product. The product is: [Br:1][C:10]1[CH:11]=[C:12]2[O:3][CH2:4][CH:5]([CH2:13][OH:14])[O:6][C:7]2=[N:8][CH:9]=1. (6) Given the reactants [CH3:1][O:2][C:3]1[CH:8]=[C:7]([CH3:9])[C:6]([N+:10]([O-])=O)=[CH:5][C:4]=1[C:13]([F:16])([F:15])[F:14], predict the reaction product. The product is: [CH3:1][O:2][C:3]1[C:4]([C:13]([F:14])([F:16])[F:15])=[CH:5][C:6]([NH2:10])=[C:7]([CH3:9])[CH:8]=1. (7) Given the reactants [CH2:1]([C@@:4]1(C)[CH2:9][C@H:8]([C:10]2[CH:15]=[CH:14][CH:13]=[C:12]([Cl:16])[CH:11]=2)[C@@H:7]([C:17]2[CH:22]=[CH:21][C:20]([Cl:23])=[CH:19][CH:18]=2)[N:6]([CH:24]([CH2:27][CH3:28])[CH2:25][CH3:26])[C:5]1=[O:29])C=C.C(Cl)(Cl)(Cl)Cl.I([O-])(=O)(=O)=O.[Na+].Cl.CC[O:45][C:46]([CH3:48])=[O:47], predict the reaction product. The product is: [Cl:16][C:12]1[CH:11]=[C:10]([C@@H:8]2[C@@H:7]([C:17]3[CH:18]=[CH:19][C:20]([Cl:23])=[CH:21][CH:22]=3)[N:6]([CH:24]([CH2:27][CH3:28])[CH2:25][CH3:26])[C:5](=[O:29])[C@:4]([CH2:48][C:46]([OH:45])=[O:47])([CH3:1])[CH2:9]2)[CH:15]=[CH:14][CH:13]=1.